This data is from Full USPTO retrosynthesis dataset with 1.9M reactions from patents (1976-2016). The task is: Predict the reactants needed to synthesize the given product. (1) Given the product [N:16]1([C@H:11]2[CH2:12][CH2:13][CH2:14][CH2:15][C@@H:10]2[NH:17][C:19]2[N:27]=[C:26]([C:28]([F:31])([F:30])[F:29])[CH:25]=[CH:24][C:20]=2[C:21]([OH:23])=[O:22])[CH2:42][CH2:41][CH2:40][CH2:39]1, predict the reactants needed to synthesize it. The reactants are: C(N(C(C)C)CC)(C)C.[C@H:10]1([NH2:17])[CH2:15][CH2:14][CH2:13][CH2:12][C@@H:11]1[NH2:16].Cl[C:19]1[N:27]=[C:26]([C:28]([F:31])([F:30])[F:29])[CH:25]=[CH:24][C:20]=1[C:21]([OH:23])=[O:22].C(=O)([O-])[O-].[K+].[K+].Br[CH2:39][CH2:40][CH2:41][CH2:42]Br. (2) Given the product [CH3:16][O:14][C:13]([C:11]1[S:12][C:8]([C:3]([CH2:4][CH3:5])([CH2:6][OH:7])[CH2:1][CH3:2])=[CH:9][CH:10]=1)=[O:15], predict the reactants needed to synthesize it. The reactants are: [CH2:1]([C:3]([C:8]1[S:12][C:11]([C:13]([OH:15])=[O:14])=[CH:10][CH:9]=1)([CH2:6][OH:7])[CH2:4][CH3:5])[CH3:2].[C:16]([O-])([O-])=O.[K+].[K+].IC.O. (3) Given the product [Br:13][C:8]1[CH:7]=[C:6]([CH2:9][C:10]([OH:12])=[O:11])[CH:5]=[CH:4][C:3]=1[O:2][CH3:1], predict the reactants needed to synthesize it. The reactants are: [CH3:1][O:2][C:3]1[CH:8]=[CH:7][C:6]([CH2:9][C:10]([OH:12])=[O:11])=[CH:5][CH:4]=1.[Br:13]Br.